From a dataset of Forward reaction prediction with 1.9M reactions from USPTO patents (1976-2016). Predict the product of the given reaction. Given the reactants Br[C:2]1[CH:7]=[CH:6][C:5]([C@H:8]([C:19]2[CH:24]=[CH:23][CH:22]=[CH:21][C:20]=2[CH3:25])[CH2:9][C:10]([C:12]2[CH:17]=[CH:16][N:15]=[C:14]([CH3:18])[CH:13]=2)=[O:11])=[CH:4][CH:3]=1.C(N(CC)CC)C.[Cl-].[NH4+].[C:35]([O:38][CH2:39]C)(=[O:37])C, predict the reaction product. The product is: [CH3:39][O:38][C:35](=[O:37])[C:2]1[CH:7]=[CH:6][C:5]([C@H:8]([C:19]2[CH:24]=[CH:23][CH:22]=[CH:21][C:20]=2[CH3:25])[CH2:9][C:10]([C:12]2[CH:17]=[CH:16][N:15]=[C:14]([CH3:18])[CH:13]=2)=[O:11])=[CH:4][CH:3]=1.